From a dataset of Retrosynthesis with 50K atom-mapped reactions and 10 reaction types from USPTO. Predict the reactants needed to synthesize the given product. (1) Given the product Cc1cnn(-c2ccc(OC[C@@H]3COCC[C@H]3NC(=O)OC(C)(C)C)cc2)c1, predict the reactants needed to synthesize it. The reactants are: CC(C)(C)OC(=O)N[C@@H]1CCOC[C@H]1CO.Cc1cnn(-c2ccc(O)cc2)c1. (2) Given the product OCc1cnoc1-c1cccc(Cl)c1, predict the reactants needed to synthesize it. The reactants are: CCOC(=O)c1cnoc1-c1cccc(Cl)c1.